Dataset: Full USPTO retrosynthesis dataset with 1.9M reactions from patents (1976-2016). Task: Predict the reactants needed to synthesize the given product. (1) Given the product [O:9]1[CH2:10][CH2:11][O:12][CH:8]1[C:4]1[CH:3]=[C:2]([C:18]2[CH:19]=[CH:20][C:15]([O:14][CH3:13])=[N:16][CH:17]=2)[S:6][C:5]=1[CH3:7], predict the reactants needed to synthesize it. The reactants are: Br[C:2]1[S:6][C:5]([CH3:7])=[C:4]([CH:8]2[O:12][CH2:11][CH2:10][O:9]2)[CH:3]=1.[CH3:13][O:14][C:15]1[CH:20]=[CH:19][C:18](B(O)O)=[CH:17][N:16]=1.C(=O)([O-])[O-].[Na+].[Na+].COCCOC. (2) Given the product [N:1]1[C:6]([NH:7][CH2:14][C:16]2[CH:25]=[CH:24][C:19]([C:20]([O:22][CH3:23])=[O:21])=[CH:18][CH:17]=2)=[CH:5][CH:4]=[CH:3][C:2]=1[C:8]1[CH:9]=[N:10][CH:11]=[CH:12][CH:13]=1, predict the reactants needed to synthesize it. The reactants are: [N:1]1[C:6]([NH2:7])=[CH:5][CH:4]=[CH:3][C:2]=1[C:8]1[CH:9]=[N:10][CH:11]=[CH:12][CH:13]=1.[CH:14]([C:16]1[CH:25]=[CH:24][C:19]([C:20]([O:22][CH3:23])=[O:21])=[CH:18][CH:17]=1)=O.C1([SiH3])C=CC=CC=1.